This data is from Catalyst prediction with 721,799 reactions and 888 catalyst types from USPTO. The task is: Predict which catalyst facilitates the given reaction. (1) Reactant: [N:1]1([S:7]([NH2:10])(=[O:9])=[O:8])[CH2:6][CH2:5][O:4][CH2:3][CH2:2]1.C1(P(C2CCCCC2)C2C=CC=CC=2C2C(C(C)C)=CC(C(C)C)=CC=2C(C)C)CCCCC1.C(=O)([O-])[O-].[Cs+].[Cs+].Cl[C:52]1[N:57]=[C:56]([S:58][CH2:59][C:60]2[CH:65]=[CH:64][CH:63]=[C:62]([F:66])[C:61]=2[F:67])[N:55]=[C:54]([O:68][CH2:69][CH2:70][OH:71])[CH:53]=1. Product: [F:67][C:61]1[C:62]([F:66])=[CH:63][CH:64]=[CH:65][C:60]=1[CH2:59][S:58][C:56]1[N:57]=[C:52]([NH:10][S:7]([N:1]2[CH2:6][CH2:5][O:4][CH2:3][CH2:2]2)(=[O:9])=[O:8])[CH:53]=[C:54]([O:68][CH2:69][CH2:70][OH:71])[N:55]=1. The catalyst class is: 62. (2) Reactant: F[B-](F)(F)F.[N:6]1([O:15]C(N(C)C)=[N+](C)C)C2C=CC=CC=2N=N1.C(N(C(C)C)CC)(C)C.[CH2:32]([N:39]1[CH2:44][CH2:43][N:42]([CH:45]([CH2:49][NH:50][C:51](=[O:73])[C:52]2[CH:57]=[CH:56][C:55]([O:58][CH2:59][C:60]3[C:61]([C:69]([F:72])([F:71])[F:70])=[N:62][N:63]4[CH:68]=[CH:67][CH:66]=[CH:65][C:64]=34)=[CH:54][CH:53]=2)[C:46](O)=[O:47])[CH2:41][CH2:40]1)[C:33]1[CH:38]=[CH:37][CH:36]=[CH:35][CH:34]=1.[Si](ON)(C(C)(C)C)(C)C.C(O)(=O)CC(CC(O)=O)(C(O)=O)O.C(=O)([O-])O.[Na+]. Product: [CH2:32]([N:39]1[CH2:44][CH2:43][N:42]([CH:45]([C:46](=[O:47])[NH:6][OH:15])[CH2:49][NH:50][C:51](=[O:73])[C:52]2[CH:57]=[CH:56][C:55]([O:58][CH2:59][C:60]3[C:61]([C:69]([F:71])([F:72])[F:70])=[N:62][N:63]4[CH:68]=[CH:67][CH:66]=[CH:65][C:64]=34)=[CH:54][CH:53]=2)[CH2:41][CH2:40]1)[C:33]1[CH:34]=[CH:35][CH:36]=[CH:37][CH:38]=1. The catalyst class is: 35. (3) Reactant: Cl[CH2:2][C:3]([NH:5][C:6]1[CH:11]=[C:10]([F:12])[CH:9]=[CH:8][C:7]=1[OH:13])=[O:4].C([O-])([O-])=O.[K+].[K+]. Product: [F:12][C:10]1[CH:9]=[CH:8][C:7]2[O:13][CH2:2][C:3](=[O:4])[NH:5][C:6]=2[CH:11]=1. The catalyst class is: 3. (4) Reactant: [CH2:1]([O:3][C@@H:4]([CH2:10][C:11]1[CH:16]=[CH:15][C:14]([O:17][CH2:18][C:19]([N:21]([CH2:30][CH3:31])[CH2:22][C:23]2[CH:28]=[CH:27][CH:26]=[CH:25][C:24]=2[F:29])=[O:20])=[CH:13][CH:12]=1)[C:5]([O:7]CC)=[O:6])[CH3:2].[Li+].[OH-].Cl. Product: [CH2:1]([O:3][C@@H:4]([CH2:10][C:11]1[CH:16]=[CH:15][C:14]([O:17][CH2:18][C:19]([N:21]([CH2:30][CH3:31])[CH2:22][C:23]2[CH:28]=[CH:27][CH:26]=[CH:25][C:24]=2[F:29])=[O:20])=[CH:13][CH:12]=1)[C:5]([OH:7])=[O:6])[CH3:2]. The catalyst class is: 10. (5) Reactant: [CH2:1]([O:8][C:9]1[C:13]([CH:14]=[O:15])=[C:12]([CH:16]([CH3:18])[CH3:17])[N:11]([CH:19]([CH3:21])[CH3:20])[N:10]=1)[C:2]1[CH:7]=[CH:6][CH:5]=[CH:4][CH:3]=1.[C:22]1([Mg]Br)[CH:27]=[CH:26][CH:25]=[CH:24][CH:23]=1.[Cl-].[NH4+].O. Product: [CH2:1]([O:8][C:9]1[C:13]([CH:14]([C:22]2[CH:27]=[CH:26][CH:25]=[CH:24][CH:23]=2)[OH:15])=[C:12]([CH:16]([CH3:17])[CH3:18])[N:11]([CH:19]([CH3:21])[CH3:20])[N:10]=1)[C:2]1[CH:7]=[CH:6][CH:5]=[CH:4][CH:3]=1. The catalyst class is: 7. (6) Reactant: [CH3:1][O:2][C:3]1[CH:8]=[CH:7][C:6]([C:9]2[CH:10]=[C:11](/[CH:20]=[CH:21]/[C:22]([OH:24])=O)[O:12][C:13]=2[C:14]2[CH:19]=[CH:18][CH:17]=[CH:16][CH:15]=2)=[CH:5][CH:4]=1.C(N(CC)CC)C.ClC(OCC)=O.[N-:38]=[N+:39]=[N-:40].[Na+]. Product: [CH3:1][O:2][C:3]1[CH:8]=[CH:7][C:6]([C:9]2[CH:10]=[C:11](/[CH:20]=[CH:21]/[C:22]([N:38]=[N+:39]=[N-:40])=[O:24])[O:12][C:13]=2[C:14]2[CH:19]=[CH:18][CH:17]=[CH:16][CH:15]=2)=[CH:5][CH:4]=1. The catalyst class is: 95. (7) Reactant: Br[C:2]1[CH:14]=[CH:13][C:12]2[C:11]3[CH:10]=[N:9][CH:8]=[N:7][C:6]=3[C:5]([CH3:16])([CH3:15])[C:4]=2[CH:3]=1.[C:17]1([C:26]2[CH:31]=[CH:30][CH:29]=[CH:28][CH:27]=2)[CH:22]=[CH:21][CH:20]=[CH:19][C:18]=1B(O)O.C([O-])([O-])=O.[Na+].[Na+].CCO. Product: [C:17]1([C:26]2[CH:27]=[CH:28][CH:29]=[CH:30][CH:31]=2)[CH:22]=[CH:21][CH:20]=[CH:19][C:18]=1[C:2]1[CH:14]=[CH:13][C:12]2[C:11]3[CH:10]=[N:9][CH:8]=[N:7][C:6]=3[C:5]([CH3:16])([CH3:15])[C:4]=2[CH:3]=1. The catalyst class is: 206. (8) Reactant: Cl.[CH2:2]([O:4][C:5](=[O:9])[CH2:6][NH:7][CH3:8])[CH3:3].C(N(C(C)C)CC)(C)C.Br[CH2:20][C:21]([O:23][C:24]([CH3:27])([CH3:26])[CH3:25])=[O:22]. Product: [CH2:2]([O:4][C:5](=[O:9])[CH2:6][N:7]([CH2:20][C:21]([O:23][C:24]([CH3:27])([CH3:26])[CH3:25])=[O:22])[CH3:8])[CH3:3]. The catalyst class is: 3. (9) Reactant: [S:1]1[CH:5]=[CH:4][CH:3]=[C:2]1[C:6]1O[C:10](=[O:12])[C:9]2[CH2:13][CH2:14][CH2:15][CH2:16][C:8]=2[N:7]=1.[F:17][C:18]1[CH:19]=[C:20]([CH2:24][CH2:25][NH2:26])[CH:21]=[CH:22][CH:23]=1. Product: [F:17][C:18]1[CH:19]=[C:20]([CH2:24][CH2:25][N:26]2[C:10](=[O:12])[C:9]3[CH2:13][CH2:14][CH2:15][CH2:16][C:8]=3[N:7]=[C:6]2[C:2]2[S:1][CH:5]=[CH:4][CH:3]=2)[CH:21]=[CH:22][CH:23]=1. The catalyst class is: 52.